Dataset: NCI-60 drug combinations with 297,098 pairs across 59 cell lines. Task: Regression. Given two drug SMILES strings and cell line genomic features, predict the synergy score measuring deviation from expected non-interaction effect. (1) Drug 1: CC1CCC2CC(C(=CC=CC=CC(CC(C(=O)C(C(C(=CC(C(=O)CC(OC(=O)C3CCCCN3C(=O)C(=O)C1(O2)O)C(C)CC4CCC(C(C4)OC)OP(=O)(C)C)C)C)O)OC)C)C)C)OC. Drug 2: CN1C=C(C=N1)C2=C3N=C(C(=C(N3N=C2)N)Br)C4CCCNC4. Cell line: NCIH23. Synergy scores: CSS=66.8, Synergy_ZIP=4.74, Synergy_Bliss=3.59, Synergy_Loewe=8.26, Synergy_HSA=9.58. (2) Drug 1: C1CC(=O)NC(=O)C1N2CC3=C(C2=O)C=CC=C3N. Drug 2: C1CNP(=O)(OC1)N(CCCl)CCCl. Cell line: SF-539. Synergy scores: CSS=4.50, Synergy_ZIP=0.675, Synergy_Bliss=7.73, Synergy_Loewe=0.205, Synergy_HSA=0.958. (3) Drug 1: CC1=CC=C(C=C1)C2=CC(=NN2C3=CC=C(C=C3)S(=O)(=O)N)C(F)(F)F. Drug 2: CN1C(=O)N2C=NC(=C2N=N1)C(=O)N. Cell line: UACC62. Synergy scores: CSS=-0.152, Synergy_ZIP=1.49, Synergy_Bliss=2.09, Synergy_Loewe=0.916, Synergy_HSA=0.275.